Dataset: Full USPTO retrosynthesis dataset with 1.9M reactions from patents (1976-2016). Task: Predict the reactants needed to synthesize the given product. (1) Given the product [CH3:1][C:2]1[CH:3]=[CH:4][CH:5]=[C:6]2[C:10]=1[NH:9][C:8](=[O:11])[CH2:7]2, predict the reactants needed to synthesize it. The reactants are: [CH3:1][C:2]1[CH:3]=[CH:4][CH:5]=[C:6]2[C:10]=1[NH:9][C:8](=[O:11])[C:7]2=O.O.NN. (2) Given the product [F:15][C:12]([F:14])([F:13])[C:11]1[N:6]2[N:5]=[CH:4][C:3]([C:1]#[C:2][C:27]3[S:31][C:30]([NH:32][C:33](=[O:35])[CH3:34])=[N:29][CH:28]=3)=[C:7]2[N:8]=[C:9]([C:16]2[CH:21]=[CH:20][C:19]([C:22]([F:25])([F:24])[F:23])=[CH:18][CH:17]=2)[CH:10]=1, predict the reactants needed to synthesize it. The reactants are: [C:1]([C:3]1[CH:4]=[N:5][N:6]2[C:11]([C:12]([F:15])([F:14])[F:13])=[CH:10][C:9]([C:16]3[CH:21]=[CH:20][C:19]([C:22]([F:25])([F:24])[F:23])=[CH:18][CH:17]=3)=[N:8][C:7]=12)#[CH:2].I[C:27]1[S:31][C:30]([NH:32][C:33](=[O:35])[CH3:34])=[N:29][CH:28]=1. (3) The reactants are: [F:1][C:2]1([F:40])[O:6][C:5]2[CH:7]=[CH:8][C:9]([C:11]3([C:14]([NH:16][C@H:17]4[C:26]5[C:21](=[CH:22][C:23]([O:27][CH3:28])=[CH:24][CH:25]=5)[O:20][C@@H:19]([C:29]5[CH:38]=[CH:37][C:32]([C:33]([O:35]C)=[O:34])=[C:31]([F:39])[CH:30]=5)[CH2:18]4)=[O:15])[CH2:13][CH2:12]3)=[CH:10][C:4]=2[O:3]1.[Li+].[OH-]. Given the product [F:40][C:2]1([F:1])[O:6][C:5]2[CH:7]=[CH:8][C:9]([C:11]3([C:14]([NH:16][C@H:17]4[C:26]5[C:21](=[CH:22][C:23]([O:27][CH3:28])=[CH:24][CH:25]=5)[O:20][C@@H:19]([C:29]5[CH:38]=[CH:37][C:32]([C:33]([OH:35])=[O:34])=[C:31]([F:39])[CH:30]=5)[CH2:18]4)=[O:15])[CH2:13][CH2:12]3)=[CH:10][C:4]=2[O:3]1, predict the reactants needed to synthesize it. (4) Given the product [NH2:1][C:2]1[C:7]([C:8]([OH:10])=[O:9])=[C:6]([Cl:12])[N:5]=[CH:4][CH:3]=1, predict the reactants needed to synthesize it. The reactants are: [NH2:1][C:2]1[C:7]([C:8]([O:10]C)=[O:9])=[C:6]([Cl:12])[N:5]=[CH:4][CH:3]=1.[Li+].[OH-]. (5) Given the product [Cl:1][C:2]1[C:7]([CH2:8][OH:9])=[CH:6][C:5]([O:10][CH2:11][C@@H:12]2[CH2:16][CH2:15][N:14]([C:17]([O:19][C:20]([CH3:23])([CH3:22])[CH3:21])=[O:18])[CH2:13]2)=[CH:4][N:3]=1, predict the reactants needed to synthesize it. The reactants are: [Cl:1][C:2]1[C:7]([CH:8]=[O:9])=[CH:6][C:5]([O:10][CH2:11][C@@H:12]2[CH2:16][CH2:15][N:14]([C:17]([O:19][C:20]([CH3:23])([CH3:22])[CH3:21])=[O:18])[CH2:13]2)=[CH:4][N:3]=1.N.